Dataset: Catalyst prediction with 721,799 reactions and 888 catalyst types from USPTO. Task: Predict which catalyst facilitates the given reaction. (1) Reactant: [N+:1]([O-:4])(O)=[O:2].[Br:5][C:6]1[C:7]([CH3:13])=[CH:8][C:9]([NH2:12])=[N:10][CH:11]=1.[OH-].[Na+]. Product: [Br:5][C:6]1[C:7]([CH3:13])=[C:8]([N+:1]([O-:4])=[O:2])[C:9]([NH2:12])=[N:10][CH:11]=1. The catalyst class is: 65. (2) Reactant: [C:1]1([C:7]2([C:10]([C:12]3[CH:22]=[CH:21][CH:20]=[CH:19][C:13]=3[C:14](OCC)=[O:15])=O)[CH2:9][CH2:8]2)[CH:6]=[CH:5][CH:4]=[CH:3][CH:2]=1.O.[NH2:24][NH2:25]. Product: [C:1]1([C:7]2([C:10]3[C:12]4[C:13](=[CH:19][CH:20]=[CH:21][CH:22]=4)[C:14](=[O:15])[NH:25][N:24]=3)[CH2:9][CH2:8]2)[CH:6]=[CH:5][CH:4]=[CH:3][CH:2]=1. The catalyst class is: 8. (3) Reactant: [CH2:1]([O:6][C:7]1[CH:16]=[CH:15][C:14]2[NH:13][CH:12]([CH:17]3[CH2:22][CH2:21][NH:20][CH2:19][CH2:18]3)[CH:11]3[CH2:23][CH2:24][CH2:25][O:26][CH:10]3[C:9]=2[CH:8]=1)[CH2:2][CH:3]([CH3:5])[CH3:4].[CH:27](=O)[C:28]1[CH:33]=[CH:32][CH:31]=[CH:30][CH:29]=1.[BH-](OC(C)=O)(OC(C)=O)OC(C)=O.[Na+]. Product: [CH2:27]([N:20]1[CH2:21][CH2:22][CH:17]([CH:12]2[CH:11]3[CH2:23][CH2:24][CH2:25][O:26][CH:10]3[C:9]3[CH:8]=[C:7]([O:6][CH2:1][CH2:2][CH:3]([CH3:5])[CH3:4])[CH:16]=[CH:15][C:14]=3[NH:13]2)[CH2:18][CH2:19]1)[C:28]1[CH:33]=[CH:32][CH:31]=[CH:30][CH:29]=1. The catalyst class is: 26. (4) Reactant: [CH3:1][S:2]([C:5]1[CH:6]=[C:7]([C:11]2[CH:12]=[C:13]3[C:19]([C:20]4[CH:21]=[C:22]([CH2:26][CH2:27][NH:28]C(=O)OC(C)(C)C)[CH:23]=[CH:24][CH:25]=4)=[CH:18][NH:17][C:14]3=[N:15][CH:16]=2)[CH:8]=[CH:9][CH:10]=1)(=[O:4])=[O:3].FC(F)(F)C(O)=O. Product: [CH3:1][S:2]([C:5]1[CH:6]=[C:7]([C:11]2[CH:12]=[C:13]3[C:19]([C:20]4[CH:21]=[C:22]([CH2:26][CH2:27][NH2:28])[CH:23]=[CH:24][CH:25]=4)=[CH:18][NH:17][C:14]3=[N:15][CH:16]=2)[CH:8]=[CH:9][CH:10]=1)(=[O:3])=[O:4]. The catalyst class is: 2. (5) Reactant: [Br:1][C:2]1[CH:18]=[CH:17][C:5]2[C:6]3[N:7]=[C:8]([C:14](O)=[O:15])[S:9][C:10]=3[CH2:11][CH2:12][O:13][C:4]=2[CH:3]=1.[N+:19]([N:21]=P(C1C=CC=CC=1)(C1C=CC=CC=1)C1C=CC=CC=1)#[C-:20]. Product: [Br:1][C:2]1[CH:18]=[CH:17][C:5]2[C:6]3[N:7]=[C:8]([C:14]4[O:15][CH:20]=[N:19][N:21]=4)[S:9][C:10]=3[CH2:11][CH2:12][O:13][C:4]=2[CH:3]=1. The catalyst class is: 1. (6) Reactant: [CH:1]1([NH2:4])[CH2:3][CH2:2]1.C(N(CC)CC)C.[F:12][C:13]1[CH:20]=[CH:19][CH:18]=[C:17]([N+:21]([O-:23])=[O:22])[C:14]=1[CH2:15]Br. Product: [F:12][C:13]1[CH:20]=[CH:19][CH:18]=[C:17]([N+:21]([O-:23])=[O:22])[C:14]=1[CH2:15][NH:4][CH:1]1[CH2:3][CH2:2]1. The catalyst class is: 23.